From a dataset of Full USPTO retrosynthesis dataset with 1.9M reactions from patents (1976-2016). Predict the reactants needed to synthesize the given product. (1) Given the product [CH3:21][O:20][C:18]1[N:19]=[C:14]([N:9]2[CH2:10][CH2:11][CH2:12][CH:7]([C:2]([CH3:1])([CH3:6])[C:3]([OH:5])=[O:4])[CH2:8]2)[CH:15]=[C:16]([NH:22][CH2:23][CH2:24][C:25]2[CH:26]=[CH:27][C:28]([O:31][C:32]([F:34])([F:35])[F:33])=[CH:29][CH:30]=2)[N:17]=1, predict the reactants needed to synthesize it. The reactants are: [CH3:1][C:2]([CH:7]1[CH2:12][CH2:11][CH2:10][NH:9][CH2:8]1)([CH3:6])[C:3]([OH:5])=[O:4].Cl[C:14]1[N:19]=[C:18]([O:20][CH3:21])[N:17]=[C:16]([NH:22][CH2:23][CH2:24][C:25]2[CH:30]=[CH:29][C:28]([O:31][C:32]([F:35])([F:34])[F:33])=[CH:27][CH:26]=2)[CH:15]=1.C([O-])([O-])=O.[K+].[K+].O. (2) Given the product [Cl:15][C:4]1[S:3][C:2]2=[N:1][C:20]([CH3:21])=[C:19]([C:18](=[O:23])[C:17]([F:25])([F:24])[F:16])[C:7]([C:9]3[CH:14]=[CH:13][CH:12]=[CH:11][CH:10]=3)=[C:6]2[CH:5]=1, predict the reactants needed to synthesize it. The reactants are: [NH2:1][C:2]1[S:3][C:4]([Cl:15])=[CH:5][C:6]=1[C:7]([C:9]1[CH:14]=[CH:13][CH:12]=[CH:11][CH:10]=1)=O.[F:16][C:17]([F:25])([F:24])[C:18](=[O:23])[CH2:19][C:20](=O)[CH3:21]. (3) Given the product [OH:1][C:2]1[CH:7]=[CH:6][C:5]([C:8]2([C:19]3[CH:24]=[CH:23][C:22]([OH:25])=[CH:21][CH:20]=3)[C:16]3[C:11](=[C:12]([C:26]#[N:27])[CH:13]=[CH:14][CH:15]=3)[NH:10][C:9]2=[O:18])=[CH:4][CH:3]=1, predict the reactants needed to synthesize it. The reactants are: [OH:1][C:2]1[CH:7]=[CH:6][C:5]([C:8]2([C:19]3[CH:24]=[CH:23][C:22]([OH:25])=[CH:21][CH:20]=3)[C:16]3[C:11](=[C:12](I)[CH:13]=[CH:14][CH:15]=3)[NH:10][C:9]2=[O:18])=[CH:4][CH:3]=1.[CH3:26][N:27](C=O)C. (4) Given the product [C:1]([NH:4][C:5]1[C:13]([N+:21]([O-:23])=[O:22])=[C:9]([C:8]([Cl:14])=[CH:7][C:6]=1[Cl:15])[C:10]([OH:12])=[O:11])(=[O:3])[CH3:2], predict the reactants needed to synthesize it. The reactants are: [C:1]([NH:4][C:5]1[C:6]([Cl:15])=[CH:7][C:8]([Cl:14])=[C:9]([CH:13]=1)[C:10]([OH:12])=[O:11])(=[O:3])[CH3:2].OS(O)(=O)=O.[N+:21]([O-])([OH:23])=[O:22]. (5) The reactants are: C(NC(C)C)(C)C.CCCCCC.C([Li])CCC.[CH:19]([C:21]1[CH:26]=[CH:25][N:24]=[C:23]([O:27][CH2:28][CH:29]2[CH2:34][CH2:33][N:32]([C:35]([O:37][C:38]([CH3:41])([CH3:40])[CH3:39])=[O:36])[CH2:31][CH2:30]2)[CH:22]=1)=[O:20].[Cl-].[NH4+].[C:44]([O:47][CH2:48][CH3:49])(=[O:46])[CH3:45]. Given the product [CH2:48]([O:47][C:44](=[O:46])[CH2:45][CH:19]([C:21]1[CH:26]=[CH:25][N:24]=[C:23]([O:27][CH2:28][CH:29]2[CH2:34][CH2:33][N:32]([C:35]([O:37][C:38]([CH3:41])([CH3:40])[CH3:39])=[O:36])[CH2:31][CH2:30]2)[CH:22]=1)[OH:20])[CH3:49], predict the reactants needed to synthesize it. (6) Given the product [CH2:1]([O:3][C:4]([C:6]1([NH:15][C:16](=[O:25])[C:17]2[CH:22]=[CH:21][CH:20]=[C:19]([CH3:23])[C:18]=2[O:24][CH:33]([CH3:35])[CH3:34])[CH2:7][C:8]2[C:13](=[CH:12][CH:11]=[CH:10][CH:9]=2)[CH2:14]1)=[O:5])[CH3:2], predict the reactants needed to synthesize it. The reactants are: [CH2:1]([O:3][C:4]([C:6]1([NH:15][C:16](=[O:25])[C:17]2[CH:22]=[CH:21][CH:20]=[C:19]([CH3:23])[C:18]=2[OH:24])[CH2:14][C:13]2[C:8](=[CH:9][CH:10]=[CH:11][CH:12]=2)[CH2:7]1)=[O:5])[CH3:2].C([O-])([O-])=O.[Cs+].[Cs+].Br[CH:33]([CH3:35])[CH3:34]. (7) Given the product [NH2:1][C:2]1[C:7]([F:8])=[C:6]([C:9]2[CH:14]=[CH:13][C:12]([C:15]#[N:16])=[CH:11][C:10]=2[F:17])[N:5]=[C:4]([C:18]([OH:20])=[O:19])[C:3]=1[Cl:22], predict the reactants needed to synthesize it. The reactants are: [NH2:1][C:2]1[C:7]([F:8])=[C:6]([C:9]2[CH:14]=[CH:13][C:12]([C:15]#[N:16])=[CH:11][C:10]=2[F:17])[N:5]=[C:4]([C:18]([O:20]C)=[O:19])[C:3]=1[Cl:22].O.[OH-].[Li+].CO.O. (8) Given the product [O:2]1[CH2:19][CH2:20][CH2:21][O:22][CH:1]1[C:3]1[C:12]2[C:7](=[CH:8][CH:9]=[CH:10][CH:11]=2)[CH:6]=[C:5]([C:13]([N:15]([O:17][CH3:18])[CH3:16])=[O:14])[CH:4]=1, predict the reactants needed to synthesize it. The reactants are: [CH:1]([C:3]1[C:12]2[C:7](=[CH:8][CH:9]=[CH:10][CH:11]=2)[CH:6]=[C:5]([C:13]([N:15]([O:17][CH3:18])[CH3:16])=[O:14])[CH:4]=1)=[O:2].[CH2:19](O)[CH2:20][CH2:21][OH:22].O.C1(C)C=CC(S(O)(=O)=O)=CC=1.